Dataset: Forward reaction prediction with 1.9M reactions from USPTO patents (1976-2016). Task: Predict the product of the given reaction. (1) Given the reactants CO[C:3](=[O:22])[C:4]1[CH:9]=[CH:8][C:7]([O:10][CH2:11][C:12]2[C:13]([CH2:18][CH2:19][CH2:20][CH3:21])=[N:14][O:15][C:16]=2[CH3:17])=[N:6][CH:5]=1.[CH2:23]([CH2:25][NH2:26])[OH:24], predict the reaction product. The product is: [CH2:18]([C:13]1[C:12]([CH2:11][O:10][C:7]2[CH:8]=[CH:9][C:4]([C:3]([NH:26][CH2:25][CH2:23][OH:24])=[O:22])=[CH:5][N:6]=2)=[C:16]([CH3:17])[O:15][N:14]=1)[CH2:19][CH2:20][CH3:21]. (2) Given the reactants [CH3:1][C:2]1[N:3]=[C:4]([NH:12][C:13](=[O:15])[CH3:14])[S:5][C:6]=1[C:7]1[CH:11]=[CH:10][S:9][CH:8]=1.[Cl:16]N1C(=O)CCC1=O, predict the reaction product. The product is: [Cl:16][C:8]1[S:9][CH:10]=[CH:11][C:7]=1[C:6]1[S:5][C:4]([NH:12][C:13](=[O:15])[CH3:14])=[N:3][C:2]=1[CH3:1].